Predict the product of the given reaction. From a dataset of Forward reaction prediction with 1.9M reactions from USPTO patents (1976-2016). Given the reactants C[O:2][C:3](=[O:27])[C@@H:4]([N:12]1[CH2:16][C:15]([O:17][C:18]2[CH:23]=[CH:22][C:21]([Cl:24])=[CH:20][C:19]=2[Cl:25])=[CH:14][C:13]1=[O:26])[CH2:5][CH:6]1[CH2:11][CH2:10][CH2:9][CH2:8][CH2:7]1.[OH-].[Li+], predict the reaction product. The product is: [CH:6]1([CH2:5][C@H:4]([N:12]2[CH2:16][C:15]([O:17][C:18]3[CH:23]=[CH:22][C:21]([Cl:24])=[CH:20][C:19]=3[Cl:25])=[CH:14][C:13]2=[O:26])[C:3]([OH:27])=[O:2])[CH2:11][CH2:10][CH2:9][CH2:8][CH2:7]1.